From a dataset of Full USPTO retrosynthesis dataset with 1.9M reactions from patents (1976-2016). Predict the reactants needed to synthesize the given product. (1) Given the product [Cl:6][C:7]1[C:8]2[N:9]([C:13]([C@@H:16]3[CH2:21][CH2:20][CH2:19][N:18]([C:22]([O:24][CH2:25][C:26]4[CH:27]=[CH:28][CH:29]=[CH:30][CH:31]=4)=[O:23])[CH2:17]3)=[N:14][CH:15]=2)[C:10]([CH3:2])=[CH:11][N:12]=1, predict the reactants needed to synthesize it. The reactants are: [Li+].[CH3:2]CC[CH2-].[Cl:6][C:7]1[C:8]2[N:9]([C:13]([C@@H:16]3[CH2:21][CH2:20][CH2:19][N:18]([C:22]([O:24][CH2:25][C:26]4[CH:31]=[CH:30][CH:29]=[CH:28][CH:27]=4)=[O:23])[CH2:17]3)=[N:14][CH:15]=2)[CH:10]=[CH:11][N:12]=1.IC.[Cl-].[NH4+]. (2) Given the product [CH3:1][C:2]([CH3:23])([CH2:16][C:17]1([CH3:22])[O:21][CH2:20][CH2:19][O:18]1)[CH2:3][N:4]1[C:5]2[C:14]3[CH:13]=[CH:12][CH:11]=[CH:10][C:9]=3[N:8]=[CH:7][C:6]=2[N:15]=[CH:24]1, predict the reactants needed to synthesize it. The reactants are: [CH3:1][C:2]([CH3:23])([CH2:16][C:17]1([CH3:22])[O:21][CH2:20][CH2:19][O:18]1)[CH2:3][NH:4][C:5]1[C:14]2[C:9](=[CH:10][CH:11]=[CH:12][CH:13]=2)[N:8]=[CH:7][C:6]=1[NH2:15].[CH:24](OC)(OC)OC. (3) Given the product [CH3:42][N:41]([CH3:43])[CH2:40][CH2:39][CH2:38][O:1][C:2]1[C:27]([O:28][CH3:29])=[CH:26][C:5]2[C:6]3[N:11]([CH:12]([C:14]([CH3:18])([CH3:19])[CH2:15][O:16][CH3:17])[CH2:13][C:4]=2[CH:3]=1)[CH:10]=[C:9]([C:20]([O:22][CH2:23][CH3:24])=[O:21])[C:8](=[O:25])[CH:7]=3, predict the reactants needed to synthesize it. The reactants are: [OH:1][C:2]1[C:27]([O:28][CH3:29])=[CH:26][C:5]2[C:6]3[N:11]([CH:12]([C:14]([CH3:19])([CH3:18])[CH2:15][O:16][CH3:17])[CH2:13][C:4]=2[CH:3]=1)[CH:10]=[C:9]([C:20]([O:22][CH2:23][CH3:24])=[O:21])[C:8](=[O:25])[CH:7]=3.C(=O)([O-])[O-].[K+].[K+].Cl.Cl[CH2:38][CH2:39][CH2:40][N:41]([CH3:43])[CH3:42].O. (4) Given the product [C:2]([C:7]1[CH:8]=[C:9]([CH:17]=[CH:18][CH:19]=1)[CH2:10][N:11]1[N:15]=[C:14]([NH:16][C:31]([C:27]2[N:28]=[CH:29][O:30][C:26]=2[C:20]2[CH:21]=[CH:22][CH:23]=[CH:24][CH:25]=2)=[O:32])[CH:13]=[N:12]1)(=[O:6])[CH3:1], predict the reactants needed to synthesize it. The reactants are: [CH3:1][C:2]1([C:7]2[CH:8]=[C:9]([CH:17]=[CH:18][CH:19]=2)[CH2:10][N:11]2[N:15]=[C:14]([NH2:16])[CH:13]=[N:12]2)[O:6]CCO1.[C:20]1([C:26]2[O:30][CH:29]=[N:28][C:27]=2[C:31](O)=[O:32])[CH:25]=[CH:24][CH:23]=[CH:22][CH:21]=1. (5) Given the product [NH2:26][CH2:25][CH2:24][C:20]1[CH:19]=[C:18]([CH:23]=[CH:22][CH:21]=1)[O:17][CH2:16][CH2:15][C:12]1[CH:13]=[CH:14][C:9]([O:8][CH2:1][C:2]2[CH:7]=[CH:6][CH:5]=[CH:4][CH:3]=2)=[C:10]([C@@H:34]([C:44]2[CH:45]=[CH:46][CH:47]=[CH:48][CH:49]=2)[CH2:35][CH2:36][N:37]([CH:38]([CH3:40])[CH3:39])[CH:41]([CH3:43])[CH3:42])[CH:11]=1, predict the reactants needed to synthesize it. The reactants are: [CH2:1]([O:8][C:9]1[CH:14]=[CH:13][C:12]([CH2:15][CH2:16][O:17][C:18]2[CH:19]=[C:20]([CH2:24][CH2:25][NH:26]C(=O)OC(C)(C)C)[CH:21]=[CH:22][CH:23]=2)=[CH:11][C:10]=1[C@@H:34]([C:44]1[CH:49]=[CH:48][CH:47]=[CH:46][CH:45]=1)[CH2:35][CH2:36][N:37]([CH:41]([CH3:43])[CH3:42])[CH:38]([CH3:40])[CH3:39])[C:2]1[CH:7]=[CH:6][CH:5]=[CH:4][CH:3]=1.Cl. (6) Given the product [Cl:36][C:24]1[CH:25]=[C:26]([N:29]([C:30]([O:31][CH2:32][CH3:33])=[O:34])[CH3:35])[CH:27]=[CH:28][C:23]=1[CH2:22][N:6]1[C:5]2[CH:7]=[C:8]([O:12][CH2:13][CH2:14][CH2:15][C:16]([O:18][CH2:19][CH3:20])=[O:17])[CH:9]=[C:10]([CH3:11])[C:4]=2[N:3]=[C:2]1[CH3:1], predict the reactants needed to synthesize it. The reactants are: [CH3:1][C:2]1[NH:6][C:5]2[CH:7]=[C:8]([O:12][CH2:13][CH2:14][CH2:15][C:16]([O:18][CH2:19][CH3:20])=[O:17])[CH:9]=[C:10]([CH3:11])[C:4]=2[N:3]=1.Br[CH2:22][C:23]1[CH:28]=[CH:27][C:26]([N:29]([CH3:35])[C:30](=[O:34])[O:31][CH2:32][CH3:33])=[CH:25][C:24]=1[Cl:36]. (7) The reactants are: [Cl:1][C:2]1[CH:3]=[C:4]([CH:18]=[C:19]([Cl:21])[CH:20]=1)[O:5][C:6]1[C:7]([CH2:16][CH3:17])=[N:8][N:9]2[CH2:14][CH2:13][NH:12][C:11](=[O:15])[C:10]=12.[C:33]([O:32][C:30](O[C:30]([O:32][C:33]([CH3:36])([CH3:35])[CH3:34])=[O:31])=[O:31])([CH3:36])([CH3:35])[CH3:34].C(=O)([O-])O.[Na+].C(N(CC)CC)C.C(OC(Cl)=O)(C)C.[BH4-].[Na+]. Given the product [Cl:1][C:2]1[CH:3]=[C:4]([CH:18]=[C:19]([Cl:21])[CH:20]=1)[O:5][C:6]1[C:7]([CH2:16][CH3:17])=[N:8][N:9]([CH2:14][CH2:13][NH:12][C:30](=[O:31])[O:32][C:33]([CH3:34])([CH3:35])[CH3:36])[C:10]=1[CH2:11][OH:15], predict the reactants needed to synthesize it.